Dataset: Full USPTO retrosynthesis dataset with 1.9M reactions from patents (1976-2016). Task: Predict the reactants needed to synthesize the given product. (1) Given the product [C:19]([C:16]1[CH:17]=[CH:18][C:13]([C:12]([NH:11][C:9]2[S:8][C:6]3[C:5]([N:10]=2)=[CH:4][CH:3]=[C:2]([C:32]2[CH:37]=[CH:36][N:35]=[CH:34][CH:33]=2)[N:7]=3)=[O:23])=[CH:14][CH:15]=1)([CH3:22])([CH3:21])[CH3:20], predict the reactants needed to synthesize it. The reactants are: Br[C:2]1[N:7]=[C:6]2[S:8][C:9]([NH:11][C:12](=[O:23])[C:13]3[CH:18]=[CH:17][C:16]([C:19]([CH3:22])([CH3:21])[CH3:20])=[CH:15][CH:14]=3)=[N:10][C:5]2=[CH:4][CH:3]=1.CC1(C)C(C)(C)OB([C:32]2[CH:37]=[CH:36][N:35]=[CH:34][CH:33]=2)O1.C([O-])([O-])=O.[Na+].[Na+].C([O-])(O)=O.[Na+]. (2) Given the product [OH:8][C:5]1[CH:6]=[CH:7][C:2]([C:16]2[CH:17]=[CH:18][CH:19]=[C:14]([C:12]([O:11][CH2:9][CH3:10])=[O:13])[CH:15]=2)=[CH:3][CH:4]=1, predict the reactants needed to synthesize it. The reactants are: I[C:2]1[CH:7]=[CH:6][C:5]([OH:8])=[CH:4][CH:3]=1.[CH2:9]([O:11][C:12]([C:14]1[CH:15]=[C:16](B(O)O)[CH:17]=[CH:18][CH:19]=1)=[O:13])[CH3:10].